This data is from Reaction yield outcomes from USPTO patents with 853,638 reactions. The task is: Predict the reaction yield, written as a fraction of the theoretical maximum amount of product (1.0 means a 100% yield; for example, 0.34 means a 34% yield). The reactants are [Si:1]([O:8][C@H:9]([C:33]1[CH:34]=[N:35][C:36]([NH:39][C:40]([C:43]2[CH:48]=[CH:47][CH:46]=[CH:45][CH:44]=2)([CH3:42])[CH3:41])=[CH:37][CH:38]=1)[C@H:10]1[CH2:14][CH2:13][C@@H:12]([CH2:15][C:16]2[CH:21]=[CH:20][C:19]([C:22]([O:24]C)=[O:23])=[CH:18][CH:17]=2)[N:11]1[C:26]([O:28][C:29]([CH3:32])([CH3:31])[CH3:30])=[O:27])([C:4]([CH3:7])([CH3:6])[CH3:5])([CH3:3])[CH3:2].[Li+].[OH-].C(O)(=O)C. The catalyst is O1CCOCC1.O.CCOC(C)=O. The product is [C:29]([O:28][C:26]([N:11]1[C@@H:10]([C@H:9]([O:8][Si:1]([C:4]([CH3:6])([CH3:7])[CH3:5])([CH3:3])[CH3:2])[C:33]2[CH:34]=[N:35][C:36]([NH:39][C:40]([C:43]3[CH:44]=[CH:45][CH:46]=[CH:47][CH:48]=3)([CH3:41])[CH3:42])=[CH:37][CH:38]=2)[CH2:14][CH2:13][C@H:12]1[CH2:15][C:16]1[CH:17]=[CH:18][C:19]([C:22]([OH:24])=[O:23])=[CH:20][CH:21]=1)=[O:27])([CH3:30])([CH3:31])[CH3:32]. The yield is 0.960.